This data is from Reaction yield outcomes from USPTO patents with 853,638 reactions. The task is: Predict the reaction yield, written as a fraction of the theoretical maximum amount of product (1.0 means a 100% yield; for example, 0.34 means a 34% yield). The yield is 0.610. The product is [N+:27]([CH2:30][CH2:31][C:32]1[CH:33]=[CH:34][CH:35]=[CH:36][CH:37]=1)([O-:29])=[O:28]. The reactants are C(O)(=O)C.C(O)(=O)C.C(NCCNCC1C=CC=CC=1)C1C=CC=CC=1.[N+:27]([CH2:30][CH2:31][CH2:32][CH2:33][CH2:34][CH2:35][CH2:36][CH2:37]CCCCCCCCCC)([O-:29])=[O:28].C=O. The catalyst is C1(C)C=CC=CC=1.CO.